The task is: Regression. Given two drug SMILES strings and cell line genomic features, predict the synergy score measuring deviation from expected non-interaction effect.. This data is from NCI-60 drug combinations with 297,098 pairs across 59 cell lines. (1) Drug 1: C1=CC(=CC=C1CC(C(=O)O)N)N(CCCl)CCCl.Cl. Drug 2: C1=CC(=CC=C1C#N)C(C2=CC=C(C=C2)C#N)N3C=NC=N3. Cell line: T-47D. Synergy scores: CSS=21.2, Synergy_ZIP=-2.86, Synergy_Bliss=3.16, Synergy_Loewe=-1.31, Synergy_HSA=-0.0951. (2) Drug 1: CS(=O)(=O)CCNCC1=CC=C(O1)C2=CC3=C(C=C2)N=CN=C3NC4=CC(=C(C=C4)OCC5=CC(=CC=C5)F)Cl. Drug 2: CN(CC1=CN=C2C(=N1)C(=NC(=N2)N)N)C3=CC=C(C=C3)C(=O)NC(CCC(=O)O)C(=O)O. Cell line: HOP-92. Synergy scores: CSS=5.44, Synergy_ZIP=-8.39, Synergy_Bliss=-6.04, Synergy_Loewe=-23.9, Synergy_HSA=-6.64. (3) Drug 1: C1CN1P(=S)(N2CC2)N3CC3. Drug 2: CC1=C(C=C(C=C1)NC(=O)C2=CC=C(C=C2)CN3CCN(CC3)C)NC4=NC=CC(=N4)C5=CN=CC=C5. Cell line: NCI-H522. Synergy scores: CSS=9.94, Synergy_ZIP=-4.87, Synergy_Bliss=-1.28, Synergy_Loewe=-2.95, Synergy_HSA=-0.374. (4) Drug 1: C1CC(=O)NC(=O)C1N2CC3=C(C2=O)C=CC=C3N. Drug 2: CC1OCC2C(O1)C(C(C(O2)OC3C4COC(=O)C4C(C5=CC6=C(C=C35)OCO6)C7=CC(=C(C(=C7)OC)O)OC)O)O. Cell line: MCF7. Synergy scores: CSS=31.3, Synergy_ZIP=-3.98, Synergy_Bliss=-0.627, Synergy_Loewe=-12.5, Synergy_HSA=1.37. (5) Drug 1: CC1=C(C=C(C=C1)C(=O)NC2=CC(=CC(=C2)C(F)(F)F)N3C=C(N=C3)C)NC4=NC=CC(=N4)C5=CN=CC=C5. Drug 2: C1=CC=C(C=C1)NC(=O)CCCCCCC(=O)NO. Cell line: A498. Synergy scores: CSS=5.62, Synergy_ZIP=-1.31, Synergy_Bliss=-0.541, Synergy_Loewe=-8.76, Synergy_HSA=-4.51. (6) Drug 1: C1=CC=C(C(=C1)C(C2=CC=C(C=C2)Cl)C(Cl)Cl)Cl. Drug 2: C(CC(=O)O)C(=O)CN.Cl. Cell line: IGROV1. Synergy scores: CSS=3.30, Synergy_ZIP=-1.91, Synergy_Bliss=-0.268, Synergy_Loewe=-2.08, Synergy_HSA=-0.112. (7) Drug 2: C1CN(CCN1C(=O)CCBr)C(=O)CCBr. Cell line: NCI-H460. Drug 1: COC1=C(C=C2C(=C1)N=CN=C2NC3=CC(=C(C=C3)F)Cl)OCCCN4CCOCC4. Synergy scores: CSS=68.0, Synergy_ZIP=3.25, Synergy_Bliss=5.16, Synergy_Loewe=4.82, Synergy_HSA=9.25. (8) Drug 1: CCN(CC)CCNC(=O)C1=C(NC(=C1C)C=C2C3=C(C=CC(=C3)F)NC2=O)C. Drug 2: C1CNP(=O)(OC1)N(CCCl)CCCl. Cell line: SNB-75. Synergy scores: CSS=4.09, Synergy_ZIP=-1.57, Synergy_Bliss=-0.340, Synergy_Loewe=-1.98, Synergy_HSA=-0.354. (9) Drug 1: CC12CCC3C(C1CCC2=O)CC(=C)C4=CC(=O)C=CC34C. Drug 2: CC12CCC3C(C1CCC2O)C(CC4=C3C=CC(=C4)O)CCCCCCCCCS(=O)CCCC(C(F)(F)F)(F)F. Cell line: SN12C. Synergy scores: CSS=18.0, Synergy_ZIP=2.65, Synergy_Bliss=1.88, Synergy_Loewe=3.00, Synergy_HSA=3.31. (10) Drug 1: CC(C1=C(C=CC(=C1Cl)F)Cl)OC2=C(N=CC(=C2)C3=CN(N=C3)C4CCNCC4)N. Drug 2: CC1=C(C(=CC=C1)Cl)NC(=O)C2=CN=C(S2)NC3=CC(=NC(=N3)C)N4CCN(CC4)CCO. Cell line: SNB-19. Synergy scores: CSS=19.7, Synergy_ZIP=-2.55, Synergy_Bliss=6.92, Synergy_Loewe=6.17, Synergy_HSA=7.05.